From a dataset of Reaction yield outcomes from USPTO patents with 853,638 reactions. Predict the reaction yield, written as a fraction of the theoretical maximum amount of product (1.0 means a 100% yield; for example, 0.34 means a 34% yield). The reactants are C(OC([N:8]1[CH2:13][CH:12]=[C:11]([C:14]2[N:19]=[C:18]([NH:20]CC3C=CC(OC)=C(OC)C=3)[N:17]3[N:32]=[C:33]([C:35]4[O:36][CH:37]=[CH:38][CH:39]=4)[N:34]=[C:16]3[CH:15]=2)[CH2:10][CH2:9]1)=O)(C)(C)C.C1(OC)C=CC=CC=1.FC(F)(F)S(O)(=O)=O.O.N. The catalyst is FC(F)(F)C(O)=O.C(OCC)C. The product is [NH2:20][C:18]1[N:17]2[N:32]=[C:33]([C:35]3[O:36][CH:37]=[CH:38][CH:39]=3)[N:34]=[C:16]2[CH:15]=[C:14]([C:11]2[CH2:12][CH2:13][NH:8][CH2:9][CH:10]=2)[N:19]=1. The yield is 0.500.